Dataset: Catalyst prediction with 721,799 reactions and 888 catalyst types from USPTO. Task: Predict which catalyst facilitates the given reaction. Reactant: [CH3:1][C:2]([CH3:15])([CH3:14])[C:3]([NH:5][C:6]1[CH:11]=[CH:10][CH:9]=[C:8]([O:12][CH3:13])[N:7]=1)=[O:4].O.C([Li])CCC.[Br:22]CCBr. Product: [Br:22][C:11]1[C:6]([NH:5][C:3](=[O:4])[C:2]([CH3:15])([CH3:14])[CH3:1])=[N:7][C:8]([O:12][CH3:13])=[CH:9][CH:10]=1. The catalyst class is: 56.